The task is: Predict which catalyst facilitates the given reaction.. This data is from Catalyst prediction with 721,799 reactions and 888 catalyst types from USPTO. (1) Reactant: [C:1]1([C:7](=[O:16])[CH2:8][CH2:9][C:10]2[CH:15]=[CH:14][CH:13]=[CH:12][CH:11]=2)[CH:6]=[CH:5][CH:4]=[CH:3][CH:2]=1.[Br:17]Br. Product: [Br:17][CH:8]([CH2:9][C:10]1[CH:11]=[CH:12][CH:13]=[CH:14][CH:15]=1)[C:7]([C:1]1[CH:6]=[CH:5][CH:4]=[CH:3][CH:2]=1)=[O:16]. The catalyst class is: 12. (2) Reactant: O=[C:2]([C:16]1[CH:21]=[CH:20][CH:19]=[CH:18][CH:17]=1)[CH:3]=[CH:4][CH:5]=[CH:6][C:7]1[CH:15]=[CH:14][C:10]([C:11]([OH:13])=[O:12])=[CH:9][CH:8]=1.OS(O)(=O)=O. Product: [C:16]1([CH2:2][CH2:3][CH2:4][CH2:5][CH2:6][C:7]2[CH:8]=[CH:9][C:10]([C:11]([OH:13])=[O:12])=[CH:14][CH:15]=2)[CH:17]=[CH:18][CH:19]=[CH:20][CH:21]=1. The catalyst class is: 29.